The task is: Predict which catalyst facilitates the given reaction.. This data is from Catalyst prediction with 721,799 reactions and 888 catalyst types from USPTO. Reactant: [NH2:1][C:2]1[N:7]=[CH:6][C:5]([C:8]2[CH:9]=[N:10][N:11]([CH:14]3[CH2:19][CH2:18][N:17](C(OC(C)(C)C)=O)[CH2:16][CH2:15]3)[C:12]=2[CH3:13])=[CH:4][C:3]=1[C:27]1[O:28][C:29]2[CH:35]=[CH:34][CH:33]=[CH:32][C:30]=2[N:31]=1. Product: [O:28]1[C:29]2[CH:35]=[CH:34][CH:33]=[CH:32][C:30]=2[N:31]=[C:27]1[C:3]1[C:2]([NH2:1])=[N:7][CH:6]=[C:5]([C:8]2[CH:9]=[N:10][N:11]([CH:14]3[CH2:19][CH2:18][NH:17][CH2:16][CH2:15]3)[C:12]=2[CH3:13])[CH:4]=1. The catalyst class is: 4.